This data is from Reaction yield outcomes from USPTO patents with 853,638 reactions. The task is: Predict the reaction yield, written as a fraction of the theoretical maximum amount of product (1.0 means a 100% yield; for example, 0.34 means a 34% yield). The reactants are [CH3:1][CH:2]([C:4]1[N:8]([CH2:9][C:10]2[C:19]3[C:14](=[CH:15][CH:16]=[CH:17][CH:18]=3)[CH:13]=[CH:12][CH:11]=2)[C:7]2[CH:20]=[C:21]([N:25]3[CH2:30][CH2:29][O:28][CH2:27][CH2:26]3)[CH:22]=[C:23](N)[C:6]=2[N:5]=1)[CH3:3].[OH:31]S(O)(=O)=O.N([O-])=O.[Na+].C([O-])(O)=O.[Na+]. The catalyst is O. The product is [CH3:3][CH:2]([C:4]1[N:8]([CH2:9][C:10]2[C:19]3[C:14](=[CH:15][CH:16]=[CH:17][CH:18]=3)[CH:13]=[CH:12][CH:11]=2)[C:7]2[CH:20]=[C:21]([N:25]3[CH2:26][CH2:27][O:28][CH2:29][CH2:30]3)[CH:22]=[C:23]([OH:31])[C:6]=2[N:5]=1)[CH3:1]. The yield is 0.270.